Dataset: Full USPTO retrosynthesis dataset with 1.9M reactions from patents (1976-2016). Task: Predict the reactants needed to synthesize the given product. (1) Given the product [C:1]([NH:5][C:6]1[CH:7]=[C:8]([C:12]2[O:13][C:14]([CH3:35])=[C:15]([CH2:17][CH2:18][O:19][C:20]3[CH:21]=[C:22]4[C:26](=[CH:27][CH:28]=3)[C@H:25]([CH2:29][C:30]([O:32][CH2:33][CH3:34])=[O:31])[CH2:24][CH2:23]4)[N:16]=2)[CH:9]=[CH:10][CH:11]=1)(=[O:3])[CH3:2], predict the reactants needed to synthesize it. The reactants are: [C:1](Cl)(=[O:3])[CH3:2].[NH2:5][C:6]1[CH:7]=[C:8]([C:12]2[O:13][C:14]([CH3:35])=[C:15]([CH2:17][CH2:18][O:19][C:20]3[CH:21]=[C:22]4[C:26](=[CH:27][CH:28]=3)[C@H:25]([CH2:29][C:30]([O:32][CH2:33][CH3:34])=[O:31])[CH2:24][CH2:23]4)[N:16]=2)[CH:9]=[CH:10][CH:11]=1.C(N(CC)CC)C. (2) Given the product [CH:58]1([CH:48]([NH:47][C:20]([C:18]2[CH:17]=[CH:16][C:14]3[NH:15][C:11]([C:3]4[N:2]=[CH:1][C:10]5[C:5]([CH:4]=4)=[CH:6][CH:7]=[CH:8][CH:9]=5)=[N:12][C:13]=3[CH:19]=2)=[O:21])[CH2:49][C:50](=[O:51])[NH:52][C:53]2[NH:54][CH:55]=[CH:56][N:57]=2)[CH2:60][CH2:59]1, predict the reactants needed to synthesize it. The reactants are: [CH:1]1[C:10]2[C:5](=[CH:6][CH:7]=[CH:8][CH:9]=2)[CH:4]=[C:3]([C:11]2[NH:15][C:14]3[CH:16]=[CH:17][C:18]([C:20](O)=[O:21])=[CH:19][C:13]=3[N:12]=2)[N:2]=1.CN(C(ON1N=NC2C=CC=CC1=2)=[N+](C)C)C.F[P-](F)(F)(F)(F)F.[NH2:47][CH:48]([CH:58]1[CH2:60][CH2:59]1)[CH2:49][C:50]([NH:52][C:53]1[NH:54][CH:55]=[CH:56][N:57]=1)=[O:51]. (3) The reactants are: [F:1][C:2]1[CH:7]=[C:6]([N+:8]([O-])=O)[CH:5]=[CH:4][C:3]=1[N:11]1[CH:15]=[CH:14][C:13]([C:16]2[CH:21]=[CH:20][CH:19]=[CH:18][N:17]=2)=[N:12]1.[H][H]. Given the product [F:1][C:2]1[CH:7]=[C:6]([CH:5]=[CH:4][C:3]=1[N:11]1[CH:15]=[CH:14][C:13]([C:16]2[CH:21]=[CH:20][CH:19]=[CH:18][N:17]=2)=[N:12]1)[NH2:8], predict the reactants needed to synthesize it. (4) Given the product [CH2:2]([N+:9]([O-:10])=[CH:11][C:13]1[C:21]2[C:16](=[CH:17][CH:18]=[CH:19][CH:20]=2)[NH:15][C:14]=1[C:22]([O:24][CH3:25])=[O:23])[C:3]1[CH:8]=[CH:7][CH:6]=[CH:5][CH:4]=1, predict the reactants needed to synthesize it. The reactants are: Cl.[CH2:2]([NH:9][OH:10])[C:3]1[CH:8]=[CH:7][CH:6]=[CH:5][CH:4]=1.[CH:11]([C:13]1[C:21]2[C:16](=[CH:17][CH:18]=[CH:19][CH:20]=2)[NH:15][C:14]=1[C:22]([O:24][CH3:25])=[O:23])=O. (5) Given the product [CH2:13]([NH:12][C:4]1[N:5]=[C:6]([NH:8][CH2:9][CH2:10][CH3:11])[N:7]=[C:2]([N:22]([CH3:23])[O:21][CH2:17][CH:18]([CH3:20])[CH3:19])[N:3]=1)[CH2:14][CH3:15], predict the reactants needed to synthesize it. The reactants are: Cl[C:2]1[N:7]=[C:6]([NH:8][CH2:9][CH2:10][CH3:11])[N:5]=[C:4]([NH:12][CH2:13][CH2:14][CH3:15])[N:3]=1.Cl.[CH2:17]([O:21][NH:22][CH3:23])[CH:18]([CH3:20])[CH3:19]. (6) Given the product [Cl:1][C:2]1[CH:3]=[C:4]([N:10]2[C@@H:15]([CH3:16])[CH2:14][N:13]([C:17]([NH:19][CH2:20][C:21]3[CH:22]=[CH:23][C:24]([C:25]([OH:27])=[O:26])=[CH:29][CH:30]=3)=[O:18])[C@H:12]([CH3:31])[CH2:11]2)[CH:5]=[CH:6][C:7]=1[C:8]#[N:9], predict the reactants needed to synthesize it. The reactants are: [Cl:1][C:2]1[CH:3]=[C:4]([N:10]2[C@@H:15]([CH3:16])[CH2:14][N:13]([C:17]([NH:19][CH2:20][C:21]3[CH:30]=[CH:29][C:24]([C:25]([O:27]C)=[O:26])=[CH:23][CH:22]=3)=[O:18])[C@H:12]([CH3:31])[CH2:11]2)[CH:5]=[CH:6][C:7]=1[C:8]#[N:9].[OH-].[Na+]. (7) The reactants are: CC1C=CC(S(O[CH2:12][C@@H:13]([NH:24][C:25]([O:27][C:28]([CH3:31])([CH3:30])[CH3:29])=[O:26])[C@H:14]([OH:23])[C@@H:15]([CH:20]2[CH2:22][CH2:21]2)[CH2:16][N:17]=[N+]=[N-])(=O)=O)=CC=1.CCN(C(C)C)C(C)C. Given the product [CH:20]1([C@H:15]2[CH2:16][NH:17][CH2:12][C@@H:13]([NH:24][C:25](=[O:26])[O:27][C:28]([CH3:31])([CH3:30])[CH3:29])[C@@H:14]2[OH:23])[CH2:22][CH2:21]1, predict the reactants needed to synthesize it.